This data is from Catalyst prediction with 721,799 reactions and 888 catalyst types from USPTO. The task is: Predict which catalyst facilitates the given reaction. (1) Reactant: [Cl:1][C:2]1[C:10]2[N:9]=[C:8]3[N:11]([C:15]4[CH:20]=[CH:19][C:18]([Cl:21])=[CH:17][C:16]=4[Cl:22])[CH2:12][CH2:13][CH2:14][N:7]3[C:6]=2[C:5]([CH:23](O)[CH2:24][CH3:25])=[CH:4][CH:3]=1.COCCN(S(F)(F)[F:37])CCOC. Product: [Cl:1][C:2]1[C:10]2[N:9]=[C:8]3[N:11]([C:15]4[CH:20]=[CH:19][C:18]([Cl:21])=[CH:17][C:16]=4[Cl:22])[CH2:12][CH2:13][CH2:14][N:7]3[C:6]=2[C:5]([CH:23]([F:37])[CH2:24][CH3:25])=[CH:4][CH:3]=1. The catalyst class is: 115. (2) Reactant: [Cl:1][C:2]1[C:3]2[C:10]([CH3:11])=[CH:9][NH:8][C:4]=2[N:5]=[CH:6][N:7]=1.Br[CH2:13][CH:14]1[CH2:19][CH2:18][N:17]([C:20]([O:22][C:23]([CH3:26])([CH3:25])[CH3:24])=[O:21])[CH2:16][CH2:15]1.C([O-])([O-])=O.[Cs+].[Cs+]. Product: [Cl:1][C:2]1[C:3]2[C:10]([CH3:11])=[CH:9][N:8]([CH2:13][CH:14]3[CH2:19][CH2:18][N:17]([C:20]([O:22][C:23]([CH3:24])([CH3:26])[CH3:25])=[O:21])[CH2:16][CH2:15]3)[C:4]=2[N:5]=[CH:6][N:7]=1. The catalyst class is: 3. (3) Reactant: [CH2:1]([N:8]1[CH2:13][C:12](=[O:14])[NH:11][CH:10]([CH2:15][C:16]2[CH:21]=[CH:20][C:19]([OH:22])=[CH:18][CH:17]=2)[C:9]1=[O:23])[C:2]1[CH:7]=[CH:6][CH:5]=[CH:4][CH:3]=1.[C:24](=O)([O-])[O-].[K+].[K+].Br[C:31]([Br:34])([CH3:33])C. Product: [CH2:1]([N:8]1[CH2:13][C:12](=[O:14])[NH:11][CH:10]([CH2:15][C:16]2[CH:17]=[CH:18][C:19]([O:22][CH2:24][CH2:33][CH2:31][Br:34])=[CH:20][CH:21]=2)[C:9]1=[O:23])[C:2]1[CH:7]=[CH:6][CH:5]=[CH:4][CH:3]=1. The catalyst class is: 10. (4) Product: [Cl:4][C:5]1[CH:6]=[C:7]([C:12]2([C:26]([F:27])([F:29])[F:28])[O:16][N:15]=[C:14]([C:17]3[CH:24]=[CH:23][C:20]([C:21]([NH:2][OH:3])=[NH:22])=[C:19]([CH3:25])[CH:18]=3)[CH2:13]2)[CH:8]=[C:9]([Cl:11])[CH:10]=1. Reactant: Cl.[NH2:2][OH:3].[Cl:4][C:5]1[CH:6]=[C:7]([C:12]2([C:26]([F:29])([F:28])[F:27])[O:16][N:15]=[C:14]([C:17]3[CH:24]=[CH:23][C:20]([C:21]#[N:22])=[C:19]([CH3:25])[CH:18]=3)[CH2:13]2)[CH:8]=[C:9]([Cl:11])[CH:10]=1.C(N(CC)CC)C. The catalyst class is: 162. (5) Reactant: [CH2:1]([O:8][C:9]1[CH:10]=[C:11]2[C:15](=[CH:16][CH:17]=1)[NH:14][N:13]=[C:12]2[NH:18][C:19](=[O:46])[C:20]1[CH:25]=[CH:24][C:23]([N:26]2[CH2:31][CH2:30][N:29]([CH3:32])[CH2:28][CH2:27]2)=[CH:22][C:21]=1[N:33]([CH:40]1[CH2:45][CH2:44][O:43][CH2:42][CH2:41]1)[C:34](=[O:39])[C:35]([F:38])([F:37])[F:36])[C:2]1[CH:7]=[CH:6][CH:5]=[CH:4][CH:3]=1.CCN(C(C)C)C(C)C.[CH3:56][C:57]([O:60][C:61](O[C:61]([O:60][C:57]([CH3:59])([CH3:58])[CH3:56])=[O:62])=[O:62])([CH3:59])[CH3:58].O. Product: [C:57]([O:60][C:61]([N:14]1[C:15]2[C:11](=[CH:10][C:9]([O:8][CH2:1][C:2]3[CH:3]=[CH:4][CH:5]=[CH:6][CH:7]=3)=[CH:17][CH:16]=2)[C:12]([NH:18][C:19](=[O:46])[C:20]2[CH:25]=[CH:24][C:23]([N:26]3[CH2:31][CH2:30][N:29]([CH3:32])[CH2:28][CH2:27]3)=[CH:22][C:21]=2[N:33]([CH:40]2[CH2:41][CH2:42][O:43][CH2:44][CH2:45]2)[C:34](=[O:39])[C:35]([F:38])([F:37])[F:36])=[N:13]1)=[O:62])([CH3:59])([CH3:58])[CH3:56]. The catalyst class is: 3. (6) Reactant: [C:1]1([CH:8]=[CH:7][C:5]([OH:6])=[CH:4][CH:3]=1)[OH:2].[Br:9][CH2:10][CH2:11][CH2:12][CH2:13][CH2:14][CH2:15]Br.[OH-].[K+]. Product: [Br:9][CH2:10][CH2:11][CH2:12][CH2:13][CH2:14][CH2:15][O:2][C:1]1[CH:8]=[CH:7][C:5]([OH:6])=[CH:4][CH:3]=1. The catalyst class is: 5. (7) Reactant: C1(C)C=CC=CC=1NC1[O:9][C:10]2[CH:16]=[C:15]([CH2:17][CH2:18]C(NC3C=CC([C@H](C)CC(O)=O)=CC=3)=O)[CH:14]=[CH:13][C:11]=2[N:12]=1.C([O-])=[O:36].[NH4+].[CH2:39]([OH:41])[CH3:40]. Product: [NH2:12][C:11]1[CH:13]=[CH:14][C:15]([CH2:17][C:18]([O:41][CH2:39][CH3:40])=[O:36])=[CH:16][C:10]=1[OH:9]. The catalyst class is: 45.